Dataset: Full USPTO retrosynthesis dataset with 1.9M reactions from patents (1976-2016). Task: Predict the reactants needed to synthesize the given product. (1) Given the product [C:1]([C:3]1[CH:4]=[CH:5][C:6]([OH:12])=[C:7]([CH:11]=1)[C:8]([OH:10])=[O:9])#[N:22], predict the reactants needed to synthesize it. The reactants are: [CH:1]([C:3]1[CH:11]=[C:7]([C:8]([OH:10])=[O:9])[C:6]([OH:12])=[CH:5][CH:4]=1)=O.C([O-])=O.[Na+].S(O)(O)(=O)=O.[NH2:22]O. (2) Given the product [Cl:18][C:12]1[CH:13]=[CH:14][CH:15]=[C:16]([Cl:17])[C:11]=1[C:9]1[S:8][C:7]2[C:2]([NH:32][C:22]3[CH:21]=[C:20]([CH3:19])[N:25]=[C:24]([N:26]4[CH2:27][CH2:28][O:29][CH2:30][CH2:31]4)[N:23]=3)=[N:3][CH:4]=[CH:5][C:6]=2[N:10]=1, predict the reactants needed to synthesize it. The reactants are: Br[C:2]1[C:7]2[S:8][C:9]([C:11]3[C:16]([Cl:17])=[CH:15][CH:14]=[CH:13][C:12]=3[Cl:18])=[N:10][C:6]=2[CH:5]=[CH:4][N:3]=1.[CH3:19][C:20]1[N:25]=[C:24]([N:26]2[CH2:31][CH2:30][O:29][CH2:28][CH2:27]2)[N:23]=[C:22]([NH2:32])[CH:21]=1.CC1(C)C2C(=C(P(C3C=CC=CC=3)C3C=CC=CC=3)C=CC=2)OC2C(P(C3C=CC=CC=3)C3C=CC=CC=3)=CC=CC1=2.C([O-])([O-])=O.[Cs+].[Cs+]. (3) Given the product [Cl:13][C:14]1[N:15]=[C:16]([C:2]2[C:7]([C:8]([F:11])([F:10])[F:9])=[CH:6][N:5]=[C:4]([NH2:12])[CH:3]=2)[CH:17]=[N:18][CH:19]=1, predict the reactants needed to synthesize it. The reactants are: I[C:2]1[C:7]([C:8]([F:11])([F:10])[F:9])=[CH:6][N:5]=[C:4]([NH2:12])[CH:3]=1.[Cl:13][C:14]1[CH:19]=[N:18][CH:17]=[C:16](B2OC(C)(C)C(C)(C)O2)[N:15]=1. (4) The reactants are: Br[C:2]1[CH:7]=[CH:6][C:5]([C:8]2[CH2:9][C:10]([C:17]3[CH:22]=[C:21]([Cl:23])[CH:20]=[C:19]([Cl:24])[CH:18]=3)([C:13]([F:16])([F:15])[F:14])[CH2:11][N:12]=2)=[CH:4][C:3]=1[CH3:25].[C:26]([O-])([O-])=[O:27].[Na+].[Na+].C([SiH](CC)CC)C. Given the product [Cl:24][C:19]1[CH:18]=[C:17]([C:10]2([C:13]([F:16])([F:15])[F:14])[CH2:9][C:8]([C:5]3[CH:6]=[CH:7][C:2]([CH:26]=[O:27])=[C:3]([CH3:25])[CH:4]=3)=[N:12][CH2:11]2)[CH:22]=[C:21]([Cl:23])[CH:20]=1, predict the reactants needed to synthesize it. (5) The reactants are: C([N:8]1[CH2:17][CH2:16][C:15]2[C:14]([C:18]3[CH:23]=[CH:22][C:21]([F:24])=[CH:20][CH:19]=3)=[N:13][C:12]([N:25]([CH2:28][CH3:29])[CH2:26][CH3:27])=[N:11][C:10]=2[CH2:9]1)C1C=CC=CC=1.C1CC=CCC=1. Given the product [CH2:28]([N:25]([CH2:26][CH3:27])[C:12]1[N:13]=[C:14]([C:18]2[CH:23]=[CH:22][C:21]([F:24])=[CH:20][CH:19]=2)[C:15]2[CH2:16][CH2:17][NH:8][CH2:9][C:10]=2[N:11]=1)[CH3:29], predict the reactants needed to synthesize it.